Dataset: Catalyst prediction with 721,799 reactions and 888 catalyst types from USPTO. Task: Predict which catalyst facilitates the given reaction. (1) Reactant: [Cl:1][C:2]1[C:3]([N:11]2[C:15]([NH:16][CH:17]=[O:18])=[C:14]([C:19]#[N:20])[CH:13]=[N:12]2)=[N:4][N:5]2[CH2:10][CH2:9][CH2:8][CH2:7][C:6]=12.C(=O)([O-])[O-].[K+].[K+].[Cl:27][C:28]([CH2:30]Cl)=[CH2:29].O. Product: [Cl:1][C:2]1[C:3]([N:11]2[C:15]([N:16]([CH2:30][C:28]([Cl:27])=[CH2:29])[CH:17]=[O:18])=[C:14]([C:19]#[N:20])[CH:13]=[N:12]2)=[N:4][N:5]2[CH2:10][CH2:9][CH2:8][CH2:7][C:6]=12. The catalyst class is: 10. (2) Reactant: CC1C=CC(S(O[CH2:12][C@@H:13]([C:15]2[CH:20]=[CH:19][C:18]([Cl:21])=[C:17]([F:22])[CH:16]=2)[OH:14])(=O)=O)=CC=1.FC1C=CC(C(=O)C)=CC=1C(F)(F)F.[OH-].[Na+]. Product: [Cl:21][C:18]1[CH:19]=[CH:20][C:15]([C@@H:13]2[CH2:12][O:14]2)=[CH:16][C:17]=1[F:22]. The catalyst class is: 28. (3) Reactant: Cl[C:2]1[C:11]2[C:6](=[CH:7][CH:8]=[CH:9][CH:10]=2)[CH:5]=[CH:4][N:3]=1.[C:12]([O:16][C:17]([N:19]1[CH2:24][CH2:23][NH:22][CH2:21][CH2:20]1)=[O:18])([CH3:15])([CH3:14])[CH3:13].C1CCN2C(=NCCC2)CC1. Product: [C:12]([O:16][C:17]([N:19]1[CH2:24][CH2:23][N:22]([C:2]2[C:11]3[C:6](=[CH:7][CH:8]=[CH:9][CH:10]=3)[CH:5]=[CH:4][N:3]=2)[CH2:21][CH2:20]1)=[O:18])([CH3:15])([CH3:13])[CH3:14]. The catalyst class is: 6. (4) Reactant: [CH3:1][O:2][C:3]1[CH:4]=[C:5]([OH:18])[CH:6]=[C:7]([B:9]2[O:13][C:12]([CH3:15])([CH3:14])[C:11]([CH3:17])([CH3:16])[O:10]2)[CH:8]=1.C(N(CC)CC)C.[CH3:26][S:27](Cl)(=[O:29])=[O:28]. The catalyst class is: 4. Product: [CH3:26][S:27]([O:18][C:5]1[CH:6]=[C:7]([B:9]2[O:10][C:11]([CH3:17])([CH3:16])[C:12]([CH3:14])([CH3:15])[O:13]2)[CH:8]=[C:3]([O:2][CH3:1])[CH:4]=1)(=[O:29])=[O:28]. (5) Reactant: [N+:1]([CH2:4][C@@:5]1([CH2:16][C:17]([O:19][C:20]([CH3:23])([CH3:22])[CH3:21])=[O:18])[CH2:11][C@H:10]2[C@@H:6]1[CH:7]=[C:8]([CH:12]([CH2:14][CH3:15])[CH3:13])[CH2:9]2)([O-])=O.[Cl-].[NH4+]. Product: [NH2:1][CH2:4][C@@:5]1([CH2:16][C:17]([O:19][C:20]([CH3:22])([CH3:21])[CH3:23])=[O:18])[CH2:11][C@H:10]2[C@@H:6]1[CH:7]=[C:8]([CH:12]([CH2:14][CH3:15])[CH3:13])[CH2:9]2. The catalyst class is: 186. (6) Reactant: [CH2:1]([C:3]1[NH:4][CH:5]=[CH:6][CH:7]=1)[CH3:2].C[Mg]Br.[C:11]([C:13]1[CH:18]=[CH:17][C:16]([C:19](=[O:27])SC2C=CC=CN=2)=[CH:15][CH:14]=1)#[N:12].[Cl-].[NH4+]. Product: [CH2:1]([C:3]1[NH:4][C:5]([C:19]([C:16]2[CH:15]=[CH:14][C:13]([C:11]#[N:12])=[CH:18][CH:17]=2)=[O:27])=[CH:6][CH:7]=1)[CH3:2]. The catalyst class is: 359.